This data is from NCI-60 drug combinations with 297,098 pairs across 59 cell lines. The task is: Regression. Given two drug SMILES strings and cell line genomic features, predict the synergy score measuring deviation from expected non-interaction effect. (1) Drug 1: CCCS(=O)(=O)NC1=C(C(=C(C=C1)F)C(=O)C2=CNC3=C2C=C(C=N3)C4=CC=C(C=C4)Cl)F. Drug 2: CC1=C(C(CCC1)(C)C)C=CC(=CC=CC(=CC(=O)O)C)C. Cell line: SN12C. Synergy scores: CSS=8.71, Synergy_ZIP=-1.74, Synergy_Bliss=3.34, Synergy_Loewe=-0.505, Synergy_HSA=1.43. (2) Drug 1: CCCS(=O)(=O)NC1=C(C(=C(C=C1)F)C(=O)C2=CNC3=C2C=C(C=N3)C4=CC=C(C=C4)Cl)F. Drug 2: C1=CC(=C2C(=C1NCCNCCO)C(=O)C3=C(C=CC(=C3C2=O)O)O)NCCNCCO. Cell line: NCI-H322M. Synergy scores: CSS=32.5, Synergy_ZIP=7.86, Synergy_Bliss=8.40, Synergy_Loewe=-31.5, Synergy_HSA=3.12. (3) Drug 1: CC1C(C(CC(O1)OC2CC(CC3=C2C(=C4C(=C3O)C(=O)C5=C(C4=O)C(=CC=C5)OC)O)(C(=O)CO)O)N)O.Cl. Drug 2: CC(C)CN1C=NC2=C1C3=CC=CC=C3N=C2N. Cell line: SK-MEL-5. Synergy scores: CSS=51.4, Synergy_ZIP=-2.01, Synergy_Bliss=-3.65, Synergy_Loewe=-9.24, Synergy_HSA=-6.21. (4) Drug 1: COC1=C2C(=CC3=C1OC=C3)C=CC(=O)O2. Drug 2: C1CNP(=O)(OC1)N(CCCl)CCCl. Cell line: NCI-H226. Synergy scores: CSS=-3.03, Synergy_ZIP=2.71, Synergy_Bliss=2.15, Synergy_Loewe=-0.727, Synergy_HSA=-1.86. (5) Synergy scores: CSS=45.2, Synergy_ZIP=5.98, Synergy_Bliss=5.75, Synergy_Loewe=6.91, Synergy_HSA=9.74. Cell line: SF-268. Drug 2: CC1CCC2CC(C(=CC=CC=CC(CC(C(=O)C(C(C(=CC(C(=O)CC(OC(=O)C3CCCCN3C(=O)C(=O)C1(O2)O)C(C)CC4CCC(C(C4)OC)O)C)C)O)OC)C)C)C)OC. Drug 1: CCC1=CC2CC(C3=C(CN(C2)C1)C4=CC=CC=C4N3)(C5=C(C=C6C(=C5)C78CCN9C7C(C=CC9)(C(C(C8N6C)(C(=O)OC)O)OC(=O)C)CC)OC)C(=O)OC.C(C(C(=O)O)O)(C(=O)O)O. (6) Drug 1: CC(C)(C#N)C1=CC(=CC(=C1)CN2C=NC=N2)C(C)(C)C#N. Drug 2: CC(C)CN1C=NC2=C1C3=CC=CC=C3N=C2N. Cell line: IGROV1. Synergy scores: CSS=-2.49, Synergy_ZIP=1.04, Synergy_Bliss=-0.778, Synergy_Loewe=-2.50, Synergy_HSA=-2.64. (7) Drug 1: C(=O)(N)NO. Drug 2: CC1C(C(CC(O1)OC2CC(CC3=C2C(=C4C(=C3O)C(=O)C5=C(C4=O)C(=CC=C5)OC)O)(C(=O)CO)O)N)O.Cl. Cell line: RPMI-8226. Synergy scores: CSS=33.5, Synergy_ZIP=0.927, Synergy_Bliss=0.681, Synergy_Loewe=-29.8, Synergy_HSA=-4.17. (8) Drug 1: C1C(C(OC1N2C=C(C(=O)NC2=O)F)CO)O. Drug 2: C1=NC2=C(N1)C(=S)N=CN2. Cell line: RXF 393. Synergy scores: CSS=32.4, Synergy_ZIP=-5.39, Synergy_Bliss=-3.80, Synergy_Loewe=-2.26, Synergy_HSA=-1.40. (9) Drug 1: C1CCC(C1)C(CC#N)N2C=C(C=N2)C3=C4C=CNC4=NC=N3. Drug 2: CC1C(C(CC(O1)OC2CC(OC(C2O)C)OC3=CC4=CC5=C(C(=O)C(C(C5)C(C(=O)C(C(C)O)O)OC)OC6CC(C(C(O6)C)O)OC7CC(C(C(O7)C)O)OC8CC(C(C(O8)C)O)(C)O)C(=C4C(=C3C)O)O)O)O. Cell line: HOP-62. Synergy scores: CSS=-0.0555, Synergy_ZIP=0.837, Synergy_Bliss=-1.34, Synergy_Loewe=-3.01, Synergy_HSA=-3.83.